This data is from Full USPTO retrosynthesis dataset with 1.9M reactions from patents (1976-2016). The task is: Predict the reactants needed to synthesize the given product. (1) Given the product [Cl:11][C:10]1[CH:9]=[C:8]2[C:4]([C:5]([C:12]([OH:14])=[O:13])=[N:6][NH:7]2)=[CH:3][C:2]=1[C:21]1[CH:22]=[CH:23][C:18]([O:17][CH2:15][CH3:16])=[CH:19][CH:20]=1, predict the reactants needed to synthesize it. The reactants are: Br[C:2]1[CH:3]=[C:4]2[C:8](=[CH:9][C:10]=1[Cl:11])[NH:7][N:6]=[C:5]2[C:12]([OH:14])=[O:13].[CH2:15]([O:17][C:18]1[CH:23]=[CH:22][C:21](B(O)O)=[CH:20][CH:19]=1)[CH3:16].C(=O)([O-])[O-].[K+].[K+]. (2) The reactants are: Cl.[NH2:2][C@@H:3]1[CH2:12][CH2:11][CH2:10][C:9]2[C:8]([C:13]3[S:17][C:16]([C:18]4[CH:19]=[CH:20][C:21]([O:26][CH:27]([CH3:29])[CH3:28])=[C:22]([CH:25]=4)[C:23]#[N:24])=[N:15][CH:14]=3)=[CH:7][CH:6]=[CH:5][C:4]1=2.[S:30](N)([NH2:33])(=[O:32])=[O:31].CCN(C(C)C)C(C)C. Given the product [C:23]([C:22]1[CH:25]=[C:18]([C:16]2[S:17][C:13]([C:8]3[CH:7]=[CH:6][CH:5]=[C:4]4[C:9]=3[CH2:10][CH2:11][CH2:12][C@H:3]4[NH:2][S:30]([NH2:33])(=[O:32])=[O:31])=[CH:14][N:15]=2)[CH:19]=[CH:20][C:21]=1[O:26][CH:27]([CH3:29])[CH3:28])#[N:24], predict the reactants needed to synthesize it. (3) The reactants are: [NH2:1][C:2]1[N:10]=[C:9]([C:11]2[C:19]3[C:14](=[N:15][CH:16]=[CH:17][CH:18]=3)[N:13]([CH2:20][C:21]3[CH:26]=[CH:25][CH:24]=[CH:23][C:22]=3[F:27])[N:12]=2)[N:8]=[C:7]2[C:3]=1[NH:4][C:5](=[O:28])[NH:6]2.CCN(P1(N(C)CCCN1C)=N[C:36](C)([CH3:38])[CH3:37])CC.IC(C)C. Given the product [NH2:1][C:2]1[N:10]=[C:9]([C:11]2[C:19]3[C:14](=[N:15][CH:16]=[CH:17][CH:18]=3)[N:13]([CH2:20][C:21]3[CH:26]=[CH:25][CH:24]=[CH:23][C:22]=3[F:27])[N:12]=2)[N:8]=[C:7]2[C:3]=1[NH:4][C:5](=[O:28])[N:6]2[CH:36]([CH3:38])[CH3:37], predict the reactants needed to synthesize it. (4) Given the product [C:25]1([S:22]([NH:21][C:3]2[CH:4]=[C:5]([N:8]3[CH2:9][CH2:10][NH:11][CH2:12][CH2:13]3)[CH:6]=[CH:7][C:2]=2[NH:1][S:41]([C:39]2[CH:38]=[CH:37][CH:36]=[C:35]3[C:40]=2[N:31]=[CH:32][CH:33]=[CH:34]3)(=[O:42])=[O:43])(=[O:24])=[O:23])[CH:26]=[CH:27][CH:28]=[CH:29][CH:30]=1, predict the reactants needed to synthesize it. The reactants are: [NH2:1][C:2]1[CH:7]=[CH:6][C:5]([N:8]2[CH2:13][CH2:12][N:11](C(OC(C)(C)C)=O)[CH2:10][CH2:9]2)=[CH:4][C:3]=1[NH:21][S:22]([C:25]1[CH:30]=[CH:29][CH:28]=[CH:27][CH:26]=1)(=[O:24])=[O:23].[N:31]1[C:40]2[C:35](=[CH:36][CH:37]=[CH:38][C:39]=2[S:41](Cl)(=[O:43])=[O:42])[CH:34]=[CH:33][CH:32]=1. (5) Given the product [CH3:1][O:2][C:3]1[C:8]([C:18]2[CH2:12][CH2:17][CH2:16][C:15]=2[C:14]([O:27][CH2:25][CH3:26])=[O:20])=[CH:7][CH:6]=[CH:5][N:4]=1, predict the reactants needed to synthesize it. The reactants are: [CH3:1][O:2][C:3]1[C:8](B(O)O)=[CH:7][CH:6]=[CH:5][N:4]=1.[C:12]1([CH3:18])[CH:17]=[CH:16][CH:15]=[CH:14]C=1.C(=O)([O-])[O-:20].[Na+].[Na+].[CH2:25]([OH:27])[CH3:26]. (6) The reactants are: Cl[C:2]1[N:7]=[CH:6][C:5]([Br:8])=[CH:4][N:3]=1.[NH:9]1[CH2:14][CH2:13][CH2:12][CH2:11][CH2:10]1. Given the product [N:9]1([C:2]2[N:7]=[CH:6][C:5]([Br:8])=[CH:4][N:3]=2)[CH2:14][CH2:13][CH2:12][CH2:11][CH2:10]1, predict the reactants needed to synthesize it.